From a dataset of Reaction yield outcomes from USPTO patents with 853,638 reactions. Predict the reaction yield, written as a fraction of the theoretical maximum amount of product (1.0 means a 100% yield; for example, 0.34 means a 34% yield). (1) The reactants are S(Cl)(Cl)=O.[N+:5]([C:8]1[CH:13]=[CH:12][CH:11]=[CH:10][C:9]=1[C:14]1[CH:18]=[CH:17][S:16][C:15]=1C(O)=O)([O-:7])=[O:6].C1[CH2:26][O:25]CC1.[N-:27]=[N+]=[N-].[Na+]. The catalyst is C1C=CC=CC=1.O. The product is [N+:5]([C:8]1[C:9]2[C:14]3[CH:18]=[CH:17][S:16][C:15]=3[NH:27][C:26](=[O:25])[C:10]=2[CH:11]=[CH:12][CH:13]=1)([O-:7])=[O:6]. The yield is 0.0220. (2) The reactants are Cl[C:2]1[N:3]([CH2:10][C@H:11]([OH:26])[CH2:12][N:13]2[CH2:18][CH2:17][N:16]([C:19]([O:21][C:22]([CH3:25])([CH3:24])[CH3:23])=[O:20])[CH2:15][CH2:14]2)[CH:4]=[C:5]([N+:7]([O-:9])=[O:8])[N:6]=1.[H-].[Na+]. The catalyst is O1CCOCC1. The product is [N+:7]([C:5]1[N:6]=[C:2]2[N:3]([CH:4]=1)[CH2:10][C@@H:11]([CH2:12][N:13]1[CH2:18][CH2:17][N:16]([C:19]([O:21][C:22]([CH3:25])([CH3:24])[CH3:23])=[O:20])[CH2:15][CH2:14]1)[O:26]2)([O-:9])=[O:8]. The yield is 0.210. (3) The reactants are FC(F)(F)S(O[C:7]1[C:8]([C:13]([O:15][CH3:16])=[O:14])=[N:9][CH:10]=[CH:11][CH:12]=1)(=O)=O.[C:19]1(B(O)O)[CH:24]=[CH:23][CH:22]=[CH:21][CH:20]=1.C([O-])([O-])=O.[K+].[K+]. The catalyst is C1(C)C=CC=CC=1.C1C=CC([P]([Pd]([P](C2C=CC=CC=2)(C2C=CC=CC=2)C2C=CC=CC=2)([P](C2C=CC=CC=2)(C2C=CC=CC=2)C2C=CC=CC=2)[P](C2C=CC=CC=2)(C2C=CC=CC=2)C2C=CC=CC=2)(C2C=CC=CC=2)C2C=CC=CC=2)=CC=1. The product is [C:19]1([C:7]2[C:8]([C:13]([O:15][CH3:16])=[O:14])=[N:9][CH:10]=[CH:11][CH:12]=2)[CH:24]=[CH:23][CH:22]=[CH:21][CH:20]=1. The yield is 1.00. (4) The product is [Br:23][C:20]1[CH:21]=[CH:22][C:5]([OH:4])=[C:6]([CH:19]=1)[C:7]([NH:9][C:10]1[S:11][CH:12]=[C:13]([C:15]([CH3:16])([CH3:17])[CH3:18])[N:14]=1)=[O:8]. The catalyst is O1CCCC1. The reactants are C([O:4][C:5]1[CH:22]=[CH:21][C:20]([Br:23])=[CH:19][C:6]=1[C:7]([NH:9][C:10]1[S:11][CH:12]=[C:13]([C:15]([CH3:18])([CH3:17])[CH3:16])[N:14]=1)=[O:8])(=O)C.[OH-].[Na+].Cl. The yield is 0.789.